This data is from Full USPTO retrosynthesis dataset with 1.9M reactions from patents (1976-2016). The task is: Predict the reactants needed to synthesize the given product. (1) Given the product [CH:44]([O:43][C:40]1[CH:41]=[CH:42][C:37]([NH:36][C:35]([N:21]2[CH2:20][CH2:19][N:18]([C:17]3[C:12]([CH:11]=[N:10][O:9][CH3:8])=[C:13]([NH2:24])[N:14]=[CH:15][N:16]=3)[CH2:23][CH2:22]2)=[O:34])=[CH:38][CH:39]=1)([CH3:46])[CH3:45], predict the reactants needed to synthesize it. The reactants are: FC(F)(F)C(O)=O.[CH3:8][O:9][N:10]=[CH:11][C:12]1[C:13]([NH2:24])=[N:14][CH:15]=[N:16][C:17]=1[N:18]1[CH2:23][CH2:22][NH:21][CH2:20][CH2:19]1.[N+](C1C=CC([O:34][C:35](=O)[NH:36][C:37]2[CH:42]=[CH:41][C:40]([O:43][CH:44]([CH3:46])[CH3:45])=[CH:39][CH:38]=2)=CC=1)([O-])=O.CCN(C(C)C)C(C)C. (2) Given the product [Cl:16][C:11]1[CH:12]=[C:4]([N+:1]([O-:3])=[O:2])[CH:5]=[C:6]2[C:10]=1[NH:9][CH2:8][CH2:7]2, predict the reactants needed to synthesize it. The reactants are: [N+:1]([C:4]1[CH:5]=[C:6]2[C:10](=[CH:11][CH:12]=1)[NH:9][CH2:8][CH2:7]2)([O-:3])=[O:2].ClCl.C(Cl)(Cl)[Cl:16].